Dataset: Full USPTO retrosynthesis dataset with 1.9M reactions from patents (1976-2016). Task: Predict the reactants needed to synthesize the given product. (1) Given the product [CH3:12][C:7]1[CH:6]=[CH:5][C:4]2[C:9](=[CH:10][CH:11]=[C:2]([C:14]3[S:13][CH:17]=[CH:16][CH:15]=3)[CH:3]=2)[N:8]=1, predict the reactants needed to synthesize it. The reactants are: Br[C:2]1[CH:3]=[C:4]2[C:9](=[CH:10][CH:11]=1)[N:8]=[C:7]([CH3:12])[CH:6]=[CH:5]2.[S:13]1[CH:17]=[CH:16][CH:15]=[C:14]1B(O)O.C(OC(O)C)C.C(=O)([O-])O.[Na+]. (2) Given the product [Cl:6][C:7]1[CH:8]=[CH:9][C:10]([CH2:13][CH2:14][CH2:15][N:28]2[C:24](=[O:34])[C:25]3[C:26](=[CH:30][CH:31]=[CH:32][CH:33]=3)[C:27]2=[O:29])=[CH:11][CH:12]=1, predict the reactants needed to synthesize it. The reactants are: S(Cl)(C)(=O)=O.[Cl:6][C:7]1[CH:12]=[CH:11][C:10]([CH2:13][CH2:14][CH2:15]O)=[CH:9][CH:8]=1.C(N(CC)CC)C.[C:24]1(=[O:34])[NH:28][C:27](=[O:29])[C:26]2=[CH:30][CH:31]=[CH:32][CH:33]=[C:25]12.[K].[OH-].[Na+].